This data is from NCI-60 drug combinations with 297,098 pairs across 59 cell lines. The task is: Regression. Given two drug SMILES strings and cell line genomic features, predict the synergy score measuring deviation from expected non-interaction effect. (1) Drug 1: CC(C1=C(C=CC(=C1Cl)F)Cl)OC2=C(N=CC(=C2)C3=CN(N=C3)C4CCNCC4)N. Drug 2: CCC1=C2CN3C(=CC4=C(C3=O)COC(=O)C4(CC)O)C2=NC5=C1C=C(C=C5)O. Cell line: SNB-19. Synergy scores: CSS=42.8, Synergy_ZIP=3.35, Synergy_Bliss=4.41, Synergy_Loewe=-8.16, Synergy_HSA=5.03. (2) Drug 1: CCC1=CC2CC(C3=C(CN(C2)C1)C4=CC=CC=C4N3)(C5=C(C=C6C(=C5)C78CCN9C7C(C=CC9)(C(C(C8N6C)(C(=O)OC)O)OC(=O)C)CC)OC)C(=O)OC.C(C(C(=O)O)O)(C(=O)O)O. Drug 2: C1CC(=O)NC(=O)C1N2C(=O)C3=CC=CC=C3C2=O. Cell line: CCRF-CEM. Synergy scores: CSS=25.8, Synergy_ZIP=-0.738, Synergy_Bliss=1.17, Synergy_Loewe=-41.6, Synergy_HSA=1.69. (3) Drug 1: CCC1=C2CN3C(=CC4=C(C3=O)COC(=O)C4(CC)O)C2=NC5=C1C=C(C=C5)O. Drug 2: CN1C2=C(C=C(C=C2)N(CCCl)CCCl)N=C1CCCC(=O)O.Cl. Cell line: MDA-MB-435. Synergy scores: CSS=9.44, Synergy_ZIP=-3.92, Synergy_Bliss=2.26, Synergy_Loewe=-12.9, Synergy_HSA=0.445. (4) Synergy scores: CSS=1.33, Synergy_ZIP=-1.02, Synergy_Bliss=-2.66, Synergy_Loewe=-5.76, Synergy_HSA=-4.13. Drug 1: C1CCN(CC1)CCOC2=CC=C(C=C2)C(=O)C3=C(SC4=C3C=CC(=C4)O)C5=CC=C(C=C5)O. Cell line: K-562. Drug 2: C1CN(P(=O)(OC1)NCCCl)CCCl. (5) Drug 1: CC1=C(N=C(N=C1N)C(CC(=O)N)NCC(C(=O)N)N)C(=O)NC(C(C2=CN=CN2)OC3C(C(C(C(O3)CO)O)O)OC4C(C(C(C(O4)CO)O)OC(=O)N)O)C(=O)NC(C)C(C(C)C(=O)NC(C(C)O)C(=O)NCCC5=NC(=CS5)C6=NC(=CS6)C(=O)NCCC[S+](C)C)O. Drug 2: C1=CC=C(C(=C1)C(C2=CC=C(C=C2)Cl)C(Cl)Cl)Cl. Cell line: HOP-92. Synergy scores: CSS=6.73, Synergy_ZIP=0.870, Synergy_Bliss=17.3, Synergy_Loewe=-21.0, Synergy_HSA=1.78. (6) Drug 1: CC1C(C(CC(O1)OC2CC(CC3=C2C(=C4C(=C3O)C(=O)C5=CC=CC=C5C4=O)O)(C(=O)C)O)N)O. Drug 2: CC1C(C(CC(O1)OC2CC(CC3=C2C(=C4C(=C3O)C(=O)C5=C(C4=O)C(=CC=C5)OC)O)(C(=O)CO)O)N)O.Cl. Cell line: IGROV1. Synergy scores: CSS=70.1, Synergy_ZIP=19.7, Synergy_Bliss=20.2, Synergy_Loewe=23.2, Synergy_HSA=24.7. (7) Drug 1: CCC1(CC2CC(C3=C(CCN(C2)C1)C4=CC=CC=C4N3)(C5=C(C=C6C(=C5)C78CCN9C7C(C=CC9)(C(C(C8N6C)(C(=O)OC)O)OC(=O)C)CC)OC)C(=O)OC)O.OS(=O)(=O)O. Drug 2: C(CN)CNCCSP(=O)(O)O. Cell line: HOP-62. Synergy scores: CSS=2.54, Synergy_ZIP=1.30, Synergy_Bliss=1.66, Synergy_Loewe=2.16, Synergy_HSA=0.362. (8) Drug 1: CC1=C(C=C(C=C1)NC2=NC=CC(=N2)N(C)C3=CC4=NN(C(=C4C=C3)C)C)S(=O)(=O)N.Cl. Drug 2: CC1=C(C=C(C=C1)C(=O)NC2=CC(=CC(=C2)C(F)(F)F)N3C=C(N=C3)C)NC4=NC=CC(=N4)C5=CN=CC=C5. Cell line: RXF 393. Synergy scores: CSS=3.85, Synergy_ZIP=-1.54, Synergy_Bliss=1.20, Synergy_Loewe=-1.48, Synergy_HSA=-1.20. (9) Drug 1: CS(=O)(=O)C1=CC(=C(C=C1)C(=O)NC2=CC(=C(C=C2)Cl)C3=CC=CC=N3)Cl. Drug 2: CCC1=C2CN3C(=CC4=C(C3=O)COC(=O)C4(CC)O)C2=NC5=C1C=C(C=C5)O. Cell line: DU-145. Synergy scores: CSS=35.3, Synergy_ZIP=2.09, Synergy_Bliss=7.07, Synergy_Loewe=-22.1, Synergy_HSA=5.17.